From a dataset of Reaction yield outcomes from USPTO patents with 853,638 reactions. Predict the reaction yield, written as a fraction of the theoretical maximum amount of product (1.0 means a 100% yield; for example, 0.34 means a 34% yield). (1) The reactants are [H-].[H-].[H-].[H-].[Li+].[Al+3].[C:7]([C:9]1[CH:16]=[CH:15][C:12]([CH2:13][OH:14])=[CH:11][CH:10]=1)#[N:8].O.[OH-].[Na+]. The catalyst is C(OCC)C. The product is [NH2:8][CH2:7][C:9]1[CH:16]=[CH:15][C:12]([CH2:13][OH:14])=[CH:11][CH:10]=1. The yield is 0.290. (2) The reactants are [CH3:1][N:2]([CH2:13][C:14]1[N:18]([CH2:19][CH2:20][CH2:21][N:22]2[CH2:27][CH2:26][N:25](C(OC(C)(C)C)=O)[CH2:24][CH2:23]2)[C:17]2[CH:35]=[CH:36][CH:37]=[CH:38][C:16]=2[N:15]=1)[CH:3]1[C:12]2[N:11]=[CH:10][CH:9]=[CH:8][C:7]=2[CH2:6][CH2:5][CH2:4]1.CN(CC1N(CC2CCNCC2)C2C=CC=CC=2N=1)C1C2N=CC=CC=2CCC1. No catalyst specified. The product is [CH3:1][N:2]([CH2:13][C:14]1[N:18]([CH2:19][CH2:20][CH2:21][N:22]2[CH2:27][CH2:26][NH:25][CH2:24][CH2:23]2)[C:17]2[CH:35]=[CH:36][CH:37]=[CH:38][C:16]=2[N:15]=1)[CH:3]1[C:12]2[N:11]=[CH:10][CH:9]=[CH:8][C:7]=2[CH2:6][CH2:5][CH2:4]1. The yield is 0.800. (3) The reactants are [NH2:1][C:2]1[C:3]2[C:13]([O:14][CH2:15][C:16]([NH:19][C:20](=[O:29])[C:21]3[CH:26]=[CH:25][N:24]=[C:23]([C:27]#[N:28])[CH:22]=3)([CH3:18])[CH3:17])=[CH:12][CH:11]=[CH:10][C:4]=2[NH:5][S:6](=[O:9])(=[O:8])[N:7]=1.[OH-:30].[Na+].Cl. The catalyst is C(O)C.O. The product is [NH2:1][C:2]1[C:3]2[C:13]([O:14][CH2:15][C:16]([NH:19][C:20]([C:21]3[CH:26]=[CH:25][N:24]=[C:23]([C:27]([NH2:28])=[O:30])[CH:22]=3)=[O:29])([CH3:18])[CH3:17])=[CH:12][CH:11]=[CH:10][C:4]=2[NH:5][S:6](=[O:9])(=[O:8])[N:7]=1. The yield is 0.290. (4) The reactants are [CH3:1][CH:2]([CH3:30])[C:3]([C:18]1[CH:27]=[CH:26][C:25]2[C:20](=[CH:21][CH:22]=[C:23]([S:28][CH3:29])[CH:24]=2)[N:19]=1)([C:5]1[N:9](COCC[Si](C)(C)C)[N:8]=[N:7][CH:6]=1)[OH:4].[F-].[Cs+].CCCC[N+](CCCC)(CCCC)CCCC.[F-]. The catalyst is C1COCC1. The product is [CH3:1][CH:2]([CH3:30])[C:3]([C:18]1[CH:27]=[CH:26][C:25]2[C:20](=[CH:21][CH:22]=[C:23]([S:28][CH3:29])[CH:24]=2)[N:19]=1)([C:5]1[N:9]=[N:8][NH:7][CH:6]=1)[OH:4]. The yield is 0.0990. (5) The reactants are Br[C:2]1[CH:3]=[C:4]([C:9](=[O:22])[C:10]([C:12]2[CH:17]=[CH:16][C:15]([O:18][CH:19]([F:21])[F:20])=[CH:14][CH:13]=2)=[O:11])[CH:5]=[CH:6][C:7]=1[F:8].[CH2:23]([OH:27])[CH2:24][C:25]#[CH:26].[Al]. The catalyst is C(N(CC)CC)C.C(OCC)C.[Cu](I)I.[Pd].C1(P(C2C=CC=CC=2)C2C=CC=CC=2)C=CC=CC=1.C1(P(C2C=CC=CC=2)C2C=CC=CC=2)C=CC=CC=1.C1(P(C2C=CC=CC=2)C2C=CC=CC=2)C=CC=CC=1.C1(P(C2C=CC=CC=2)C2C=CC=CC=2)C=CC=CC=1. The product is [F:20][CH:19]([F:21])[O:18][C:15]1[CH:16]=[CH:17][C:12]([C:10](=[O:11])[C:9]([C:4]2[CH:5]=[CH:6][C:7]([F:8])=[C:2]([C:26]#[C:25][CH2:24][CH2:23][OH:27])[CH:3]=2)=[O:22])=[CH:13][CH:14]=1. The yield is 0.820. (6) The reactants are [C:1]1([C:7]2[N:11]=[C:10]([N:12]3[CH2:17][CH2:16][NH:15][CH2:14][CH2:13]3)[S:9][N:8]=2)[CH:6]=[CH:5][CH:4]=[CH:3][CH:2]=1.C(N(CC)CC)C.[Br:25][C:26]1[CH:31]=[CH:30][CH:29]=[CH:28][C:27]=1[N:32]=[C:33]=[O:34]. The catalyst is O1CCCC1. The product is [Br:25][C:26]1[CH:31]=[CH:30][CH:29]=[CH:28][C:27]=1[NH:32][C:33]([N:15]1[CH2:16][CH2:17][N:12]([C:10]2[S:9][N:8]=[C:7]([C:1]3[CH:2]=[CH:3][CH:4]=[CH:5][CH:6]=3)[N:11]=2)[CH2:13][CH2:14]1)=[O:34]. The yield is 0.668. (7) The yield is 0.900. The product is [C:12]([O:11][C:9](=[O:10])[N:27]([CH2:28][CH2:29][OH:30])[CH2:26][CH2:25][O:24][CH2:23][CH2:22][O:21][C:20]1[CH:31]=[CH:32][CH:33]=[CH:34][C:19]=1[N+:16]([O-:18])=[O:17])([CH3:13])([CH3:14])[CH3:15]. The catalyst is C1COCC1. The reactants are [C:9](O[C:9]([O:11][C:12]([CH3:15])([CH3:14])[CH3:13])=[O:10])([O:11][C:12]([CH3:15])([CH3:14])[CH3:13])=[O:10].[N+:16]([C:19]1[CH:34]=[CH:33][CH:32]=[CH:31][C:20]=1[O:21][CH2:22][CH2:23][O:24][CH2:25][CH2:26][NH:27][CH2:28][CH2:29][OH:30])([O-:18])=[O:17].CNCCNC. (8) The reactants are [N:1]1[C:2]([CH2:10][CH2:11][NH2:12])=[CH:3][N:4]2[CH:9]=[CH:8][CH:7]=[CH:6][C:5]=12.[CH3:13][N:14]1[CH:19]=[C:18]([CH2:20]Cl)[C:17]([C:22](OC)=[O:23])=[C:16]([Cl:26])[C:15]1=[O:27]. The catalyst is CC#N. The product is [Cl:26][C:16]1[C:15](=[O:27])[N:14]([CH3:13])[CH:19]=[C:18]2[CH2:20][N:12]([CH2:11][CH2:10][C:2]3[N:1]=[C:5]4[CH:6]=[CH:7][CH:8]=[CH:9][N:4]4[CH:3]=3)[C:22](=[O:23])[C:17]=12. The yield is 0.481. (9) The reactants are [Cl:1][C:2]1[CH:7]=[CH:6][C:5]([OH:8])=[CH:4][N:3]=1.C(=O)([O-])[O-].[Cs+].[Cs+].[CH2:15](Br)[C:16]1[CH:21]=[CH:20][CH:19]=[CH:18][CH:17]=1. The catalyst is CN(C=O)C.O. The product is [CH2:15]([O:8][C:5]1[CH:6]=[CH:7][C:2]([Cl:1])=[N:3][CH:4]=1)[C:16]1[CH:21]=[CH:20][CH:19]=[CH:18][CH:17]=1. The yield is 0.790. (10) The reactants are [F:1][C:2]1[CH:7]=[C:6]([Si:8]([CH3:11])([CH3:10])[CH3:9])[CH:5]=[CH:4][C:3]=1[NH2:12].[Li+].C[Si]([N-][Si](C)(C)C)(C)C.Cl[C:24]1[C:25]([C:31]([OH:33])=[O:32])=[N:26][CH:27]=[C:28]([Cl:30])[N:29]=1. The catalyst is C1COCC1. The product is [Cl:30][C:28]1[N:29]=[C:24]([NH:12][C:3]2[CH:4]=[CH:5][C:6]([Si:8]([CH3:9])([CH3:11])[CH3:10])=[CH:7][C:2]=2[F:1])[C:25]([C:31]([OH:33])=[O:32])=[N:26][CH:27]=1. The yield is 0.838.